This data is from Peptide-MHC class I binding affinity with 185,985 pairs from IEDB/IMGT. The task is: Regression. Given a peptide amino acid sequence and an MHC pseudo amino acid sequence, predict their binding affinity value. This is MHC class I binding data. The peptide sequence is REAPAHVST. The MHC is HLA-B40:02 with pseudo-sequence HLA-B40:02. The binding affinity (normalized) is 0.650.